Dataset: Peptide-MHC class I binding affinity with 185,985 pairs from IEDB/IMGT. Task: Regression. Given a peptide amino acid sequence and an MHC pseudo amino acid sequence, predict their binding affinity value. This is MHC class I binding data. (1) The peptide sequence is KVIQYLAYV. The MHC is HLA-A02:01 with pseudo-sequence HLA-A02:01. The binding affinity (normalized) is 1.00. (2) The peptide sequence is VPRPCQKSL. The MHC is HLA-A69:01 with pseudo-sequence HLA-A69:01. The binding affinity (normalized) is 0.0847.